The task is: Predict the product of the given reaction.. This data is from Forward reaction prediction with 1.9M reactions from USPTO patents (1976-2016). (1) Given the reactants [N:1]([O-])=O.[Na+].[CH2:5]([N:11]1[CH2:16][CH:15]2[CH:13]([C:14]2([C:18]2[CH:19]=[C:20]([NH2:24])[CH:21]=[CH:22][CH:23]=2)[CH3:17])[CH2:12]1)[CH2:6][CH2:7][CH2:8][CH2:9][CH3:10].[I-].[K+].C(=O)([O-])O.[Na+], predict the reaction product. The product is: [NH2:24][C:20]1[CH:19]=[C:18]([C:14]2([CH3:17])[CH:15]3[CH:13]2[CH2:12][N:11]([CH2:5][CH2:6][CH2:7][CH2:8][CH2:9][CH3:10])[CH2:16]3)[CH:23]=[CH:22][C:21]=1[NH2:1]. (2) Given the reactants [Cl:1][CH2:2][C:3]([C:5]1[CH:10]=[C:9]([CH3:11])[CH:8]=[CH:7][C:6]=1[CH3:12])=[O:4].[CH3:13][C:14]([CH3:19])([CH2:17]O)[CH2:15][OH:16].O, predict the reaction product. The product is: [Cl:1][CH2:2][C:3]1([C:5]2[CH:10]=[C:9]([CH3:11])[CH:8]=[CH:7][C:6]=2[CH3:12])[O:16][CH2:15][C:14]([CH3:19])([CH3:17])[CH2:13][O:4]1. (3) The product is: [CH:11]([C:9]1[NH:10][C:6]([CH2:5][CH2:4][C:1]([OH:3])=[O:2])=[CH:7][C:8]=1[CH3:14])=[O:12]. Given the reactants [C:1]([CH2:4][CH2:5][C:6]1[NH:10][C:9]([C:11](O)=[O:12])=[C:8]([CH3:14])[CH:7]=1)([OH:3])=[O:2].C(OCC)(OCC)OCC.O, predict the reaction product. (4) Given the reactants [CH:1]1([NH:5][C:6]2[C:11](Br)=[N:10][C:9]([Br:13])=[CH:8][N:7]=2)[CH2:4][CH2:3][CH2:2]1.[OH-:14].[K+].C, predict the reaction product. The product is: [Br:13][C:9]1[N:10]=[C:11]([OH:14])[C:6]([NH:5][CH:1]2[CH2:4][CH2:3][CH2:2]2)=[N:7][CH:8]=1. (5) Given the reactants [OH:1][CH:2]1[CH2:18][C:17]2[C:5]([CH3:24])([CH:6]3[CH:14]([CH2:15][CH:16]=2)[CH:13]2[C:9]([CH3:22])([CH:10]([C:19](=O)[CH3:20])[CH2:11][CH2:12]2)[CH2:8][CH:7]3[OH:23])[CH2:4][CH2:3]1.[NH2:25][NH2:26], predict the reaction product. The product is: [N:25](=[C:19](/[C@@H:10]1[C@:9]2([CH3:22])[C@H:13]([C@H:14]3[C@H:6]([C@@H:7]([OH:23])[CH2:8]2)[C@:5]2([CH3:24])[C:17]([CH2:18][C@@H:2]([OH:1])[CH2:3][CH2:4]2)=[CH:16][CH2:15]3)[CH2:12][CH2:11]1)\[CH3:20])\[NH2:26].